Predict the reaction yield, written as a fraction of the theoretical maximum amount of product (1.0 means a 100% yield; for example, 0.34 means a 34% yield). From a dataset of Reaction yield outcomes from USPTO patents with 853,638 reactions. (1) The reactants are [Cl:1][C:2]1[CH:7]=[C:6]([C:8]([F:11])([F:10])[F:9])[CH:5]=[C:4]([Cl:12])[C:3]=1[N:13]1[C:17]([OH:18])=[C:16]([S:19][C:20]([F:23])([F:22])[F:21])[C:15]([C:24]#[N:25])=[N:14]1.N1C=CC=CC=1.[CH3:32][C:33]([CH3:38])([CH3:37])[C:34](Cl)=[O:35]. The catalyst is ClCCCl. The product is [Cl:1][C:2]1[CH:7]=[C:6]([C:8]([F:11])([F:10])[F:9])[CH:5]=[C:4]([Cl:12])[C:3]=1[N:13]1[C:17]([O:18][C:34](=[O:35])[C:33]([CH3:38])([CH3:37])[CH3:32])=[C:16]([S:19][C:20]([F:23])([F:21])[F:22])[C:15]([C:24]#[N:25])=[N:14]1. The yield is 0.286. (2) The reactants are [Br:1][C:2]1[CH:3]=[C:4]2[CH:10]=[CH:9][NH:8][C:5]2=[N:6][CH:7]=1.[H-].[Na+].[CH3:13][Si:14]([CH2:17][CH2:18][O:19][CH2:20]Cl)([CH3:16])[CH3:15]. The catalyst is CN(C=O)C. The product is [Br:1][C:2]1[CH:3]=[C:4]2[CH:10]=[CH:9][N:8]([CH2:20][O:19][CH2:18][CH2:17][Si:14]([CH3:16])([CH3:15])[CH3:13])[C:5]2=[N:6][CH:7]=1. The yield is 0.870.